Task: Regression. Given two drug SMILES strings and cell line genomic features, predict the synergy score measuring deviation from expected non-interaction effect.. Dataset: NCI-60 drug combinations with 297,098 pairs across 59 cell lines (1) Drug 1: CS(=O)(=O)CCNCC1=CC=C(O1)C2=CC3=C(C=C2)N=CN=C3NC4=CC(=C(C=C4)OCC5=CC(=CC=C5)F)Cl. Drug 2: CCCCC(=O)OCC(=O)C1(CC(C2=C(C1)C(=C3C(=C2O)C(=O)C4=C(C3=O)C=CC=C4OC)O)OC5CC(C(C(O5)C)O)NC(=O)C(F)(F)F)O. Cell line: SF-539. Synergy scores: CSS=43.2, Synergy_ZIP=1.14, Synergy_Bliss=0.0460, Synergy_Loewe=-16.7, Synergy_HSA=-0.834. (2) Drug 1: CC1CC2CCC3C(=C)CC(O3)CCC45CC6C(O4)C7C(O6)C(O5)C8C(O7)CCC(O8)CC(=O)CC9C(CC(C1=C)O2)OC(C9OC)CC(CN)O.CS(=O)(=O)O. Drug 2: CC1C(C(CC(O1)OC2CC(CC3=C2C(=C4C(=C3O)C(=O)C5=C(C4=O)C(=CC=C5)OC)O)(C(=O)CO)O)N)O.Cl. Cell line: HOP-92. Synergy scores: CSS=47.2, Synergy_ZIP=-7.11, Synergy_Bliss=-7.98, Synergy_Loewe=-2.73, Synergy_HSA=-2.25. (3) Drug 1: C1=CC(=CC=C1CC(C(=O)O)N)N(CCCl)CCCl.Cl. Drug 2: CCC1(CC2CC(C3=C(CCN(C2)C1)C4=CC=CC=C4N3)(C5=C(C=C6C(=C5)C78CCN9C7C(C=CC9)(C(C(C8N6C=O)(C(=O)OC)O)OC(=O)C)CC)OC)C(=O)OC)O.OS(=O)(=O)O. Cell line: OVCAR-5. Synergy scores: CSS=6.57, Synergy_ZIP=-0.472, Synergy_Bliss=3.96, Synergy_Loewe=-5.96, Synergy_HSA=-0.220. (4) Drug 1: C1CC(=O)NC(=O)C1N2CC3=C(C2=O)C=CC=C3N. Drug 2: C1=CC(=CC=C1C#N)C(C2=CC=C(C=C2)C#N)N3C=NC=N3. Cell line: KM12. Synergy scores: CSS=0.345, Synergy_ZIP=-5.25, Synergy_Bliss=-14.2, Synergy_Loewe=-7.75, Synergy_HSA=-8.99.